This data is from Forward reaction prediction with 1.9M reactions from USPTO patents (1976-2016). The task is: Predict the product of the given reaction. (1) Given the reactants [F:1][C:2]([F:38])([C:28]1[CH:29]=[C:30]2[C:35](=[CH:36][CH:37]=1)[N:34]=[CH:33][CH:32]=[CH:31]2)[C:3]1[N:7]2[N:8]=[C:9]([C:12]3[CH:17]=[CH:16][C:15]([CH2:18][CH2:19][NH:20]C(=O)OC(C)(C)C)=[CH:14][CH:13]=3)[CH:10]=[CH:11][C:6]2=[N:5][N:4]=1, predict the reaction product. The product is: [F:38][C:2]([F:1])([C:28]1[CH:29]=[C:30]2[C:35](=[CH:36][CH:37]=1)[N:34]=[CH:33][CH:32]=[CH:31]2)[C:3]1[N:7]2[N:8]=[C:9]([C:12]3[CH:17]=[CH:16][C:15]([CH2:18][CH2:19][NH2:20])=[CH:14][CH:13]=3)[CH:10]=[CH:11][C:6]2=[N:5][N:4]=1. (2) Given the reactants [CH:1]1([N:4]([CH:18]2[CH2:23][CH2:22][N:21]([C:24](=[O:30])[CH:25]=[CH:26][CH2:27][CH2:28][CH3:29])[CH2:20][CH2:19]2)[S:5]([C:8]2[CH:13]=[CH:12][CH:11]=[C:10]([C:14]([F:17])([F:16])[F:15])[CH:9]=2)(=[O:7])=[O:6])[CH2:3][CH2:2]1.[NH:31]1[CH2:35][CH2:34][CH2:33][CH2:32]1, predict the reaction product. The product is: [CH:1]1([N:4]([CH:18]2[CH2:23][CH2:22][N:21]([C:24](=[O:30])[CH2:25][CH:26]([N:31]3[CH2:35][CH2:34][CH2:33][CH2:32]3)[CH2:27][CH2:28][CH3:29])[CH2:20][CH2:19]2)[S:5]([C:8]2[CH:13]=[CH:12][CH:11]=[C:10]([C:14]([F:15])([F:16])[F:17])[CH:9]=2)(=[O:6])=[O:7])[CH2:3][CH2:2]1.